This data is from Forward reaction prediction with 1.9M reactions from USPTO patents (1976-2016). The task is: Predict the product of the given reaction. (1) Given the reactants [Cl:1][C:2]1[C:3]([NH:15][CH:16]2[CH2:26][CH2:25][C:19]3([CH2:24][CH2:23][NH:22][CH2:21][CH2:20]3)[CH2:18][CH2:17]2)=[N:4][C:5]([NH:8][C:9]2[CH:10]=[N:11][N:12]([CH3:14])[CH:13]=2)=[N:6][CH:7]=1.C(N(CC)CC)C.[F:34][C:35]([F:46])([F:45])[C:36](O[C:36](=[O:37])[C:35]([F:46])([F:45])[F:34])=[O:37], predict the reaction product. The product is: [Cl:1][C:2]1[C:3]([NH:15][CH:16]2[CH2:26][CH2:25][C:19]3([CH2:24][CH2:23][N:22]([C:36](=[O:37])[C:35]([F:46])([F:45])[F:34])[CH2:21][CH2:20]3)[CH2:18][CH2:17]2)=[N:4][C:5]([NH:8][C:9]2[CH:10]=[N:11][N:12]([CH3:14])[CH:13]=2)=[N:6][CH:7]=1. (2) Given the reactants [CH2:1]([N:8]1[CH2:12][C@H:11]([C:13]2[CH:18]=[CH:17][C:16]([Cl:19])=[C:15]([Cl:20])[CH:14]=2)[C@@H:10]([NH:21][CH3:22])[CH2:9]1)[C:2]1[CH:7]=[CH:6][CH:5]=[CH:4][CH:3]=1.[F:23][C:24]1[CH:29]=[CH:28][C:27]([CH2:30][C:31]([OH:33])=O)=[CH:26][CH:25]=1, predict the reaction product. The product is: [CH2:1]([N:8]1[CH2:12][CH:11]([C:13]2[CH:18]=[CH:17][C:16]([Cl:19])=[C:15]([Cl:20])[CH:14]=2)[CH:10]([N:21]([CH3:22])[C:31](=[O:33])[CH2:30][C:27]2[CH:26]=[CH:25][C:24]([F:23])=[CH:29][CH:28]=2)[CH2:9]1)[C:2]1[CH:3]=[CH:4][CH:5]=[CH:6][CH:7]=1. (3) Given the reactants [Cl:1][C:2]1[N:11]=[CH:10][C:9]2[NH:8][C:7](=[O:12])[C@@H:6]([CH3:13])[N:5]([CH:14]3[CH2:19][CH2:18][CH2:17][CH2:16][CH2:15]3)[C:4]=2[N:3]=1.[N:20]1[CH:25]=[CH:24][CH:23]=[C:22](B(O)O)[CH:21]=1, predict the reaction product. The product is: [Cl:1][C:2]1[N:11]=[CH:10][C:9]2[N:8]([C:22]3[CH:21]=[N:20][CH:25]=[CH:24][CH:23]=3)[C:7](=[O:12])[C@@H:6]([CH3:13])[N:5]([CH:14]3[CH2:15][CH2:16][CH2:17][CH2:18][CH2:19]3)[C:4]=2[N:3]=1. (4) Given the reactants [CH3:1][CH:2]([C:4]1[N:8]([CH2:9][CH2:10][C@H:11]2[O:17][C:15](=[O:16])[CH2:14][C@H:13]([OH:18])[CH2:12]2)[C:7]([C:19]2[CH:20]=[CH:21][C:22]([F:25])=[CH:23][CH:24]=2)=[C:6]([C:26]2[CH:27]=[CH:28][CH:29]=[CH:30][CH:31]=2)[C:5]=1[C:32]([NH:34][C:35]1[CH:36]=[CH:37][CH:38]=[CH:39][CH:40]=1)=[O:33])[CH3:3].[OH-:41].[Sr+2:42].[OH-], predict the reaction product. The product is: [CH3:3][CH:2]([C:4]1[N:8]([CH2:9][CH2:10][C@@H:11]([OH:17])[CH2:12][C@@H:13]([OH:18])[CH2:14][C:15]([O-:16])=[O:41])[C:7]([C:19]2[CH:20]=[CH:21][C:22]([F:25])=[CH:23][CH:24]=2)=[C:6]([C:26]2[CH:27]=[CH:28][CH:29]=[CH:30][CH:31]=2)[C:5]=1[C:32]([NH:34][C:35]1[CH:36]=[CH:37][CH:38]=[CH:39][CH:40]=1)=[O:33])[CH3:1].[CH3:3][CH:2]([C:4]1[N:8]([CH2:9][CH2:10][C@@H:11]([OH:17])[CH2:12][C@@H:13]([OH:18])[CH2:14][C:15]([O-:16])=[O:41])[C:7]([C:19]2[CH:20]=[CH:21][C:22]([F:25])=[CH:23][CH:24]=2)=[C:6]([C:26]2[CH:27]=[CH:28][CH:29]=[CH:30][CH:31]=2)[C:5]=1[C:32]([NH:34][C:35]1[CH:36]=[CH:37][CH:38]=[CH:39][CH:40]=1)=[O:33])[CH3:1].[Sr+2:42]. (5) Given the reactants [Cl:1][C:2]1[CH:21]=[CH:20][CH:19]=[C:18]([Cl:22])[C:3]=1[O:4][C:5]1[C:6]([C:11]2(C)CS[C:13](N)=[N:12]2)=NC=C[CH:10]=1.[CH3:23][C:24]1[N:25]=[C:26]([NH2:29])[S:27][CH:28]=1.ClC1C=C(OC2C(F)=CC=CC=2F)C=CN=1.P([O-])([O-])([O-])=O.[K+].[K+].[K+].C1(P(C2C=CC=CC=2)C2C3OC4C(=CC=CC=4P(C4C=CC=CC=4)C4C=CC=CC=4)C(C)(C)C=3C=CC=2)C=CC=CC=1, predict the reaction product. The product is: [Cl:22][C:18]1[CH:19]=[CH:20][CH:21]=[C:2]([Cl:1])[C:3]=1[O:4][C:5]1[CH:10]=[CH:13][N:12]=[C:11]([NH:29][C:26]2[S:27][CH:28]=[C:24]([CH3:23])[N:25]=2)[CH:6]=1. (6) Given the reactants [Cl:1][C:2]1[CH:3]=[C:4]([CH3:19])[C:5]2[O:11][CH2:10][CH2:9][CH2:8][CH:7]([NH:12][S:13]([CH2:16][CH3:17])(=[O:15])=[O:14])[C:6]=2[CH:18]=1.[H-].[Na+].[CH2:22](I)[CH2:23][CH2:24][CH3:25], predict the reaction product. The product is: [CH2:22]([N:12]([CH:7]1[C:6]2[CH:18]=[C:2]([Cl:1])[CH:3]=[C:4]([CH3:19])[C:5]=2[O:11][CH2:10][CH2:9][CH2:8]1)[S:13]([CH2:16][CH3:17])(=[O:14])=[O:15])[CH2:23][CH2:24][CH3:25]. (7) Given the reactants [N:1]1[NH:2][N:3]=[N:4][C:5]=1[CH2:6][NH2:7].[C:8](O[C:8]([O:10][C:11]([CH3:14])([CH3:13])[CH3:12])=[O:9])([O:10][C:11]([CH3:14])([CH3:13])[CH3:12])=[O:9].[OH-].[Na+].Cl, predict the reaction product. The product is: [C:11]([O:10][C:8](=[O:9])[NH:7][CH2:6][C:5]1[N:1]=[N:2][NH:3][N:4]=1)([CH3:14])([CH3:13])[CH3:12]. (8) The product is: [I:32][C:27]1[CH:26]=[C:25]([NH:24][C:23]([C:20]2[CH:21]=[CH:22][C:17]([N:14]3[CH2:13][CH2:12][N:11]([C:8]4[CH:9]=[CH:10][C:5]([C:4]([OH:34])=[O:3])=[CH:6][CH:7]=4)[CH2:16][CH2:15]3)=[N:18][CH:19]=2)=[O:33])[CH:30]=[CH:29][C:28]=1[CH3:31]. Given the reactants C([O:3][C:4](=[O:34])[C:5]1[CH:10]=[CH:9][C:8]([N:11]2[CH2:16][CH2:15][N:14]([C:17]3[CH:22]=[CH:21][C:20]([C:23](=[O:33])[NH:24][C:25]4[CH:30]=[CH:29][C:28]([CH3:31])=[C:27]([I:32])[CH:26]=4)=[CH:19][N:18]=3)[CH2:13][CH2:12]2)=[CH:7][CH:6]=1)C.C(C1C=C(NC(C2C=CC(N3CCN(C4C=CC(C(O)=O)=CC=4)CC3)=NC=2)=O)C=CC=1)(C)(C)C.CO.CN(C=O)C, predict the reaction product.